This data is from Catalyst prediction with 721,799 reactions and 888 catalyst types from USPTO. The task is: Predict which catalyst facilitates the given reaction. (1) Reactant: [C:1]1([CH3:19])[CH:6]=[CH:5][C:4]([S:7]([N:10]2[CH2:15][CH2:14][S:13][CH2:12][C@H:11]2[C:16]([OH:18])=[O:17])(=[O:9])=[O:8])=[CH:3][CH:2]=1.[C:20]1([CH:26](O)[CH2:27][CH2:28][C:29]2[CH:34]=[CH:33][CH:32]=[CH:31][CH:30]=2)[CH:25]=[CH:24][CH:23]=[CH:22][CH:21]=1.C1CCC(N=C=NC2CCCCC2)CC1. Product: [C:20]1([CH:26]([O:17][C:16]([C@@H:11]2[CH2:12][S:13][CH2:14][CH2:15][N:10]2[S:7]([C:4]2[CH:3]=[CH:2][C:1]([CH3:19])=[CH:6][CH:5]=2)(=[O:9])=[O:8])=[O:18])[CH2:27][CH2:28][C:29]2[CH:30]=[CH:31][CH:32]=[CH:33][CH:34]=2)[CH:25]=[CH:24][CH:23]=[CH:22][CH:21]=1. The catalyst class is: 79. (2) Reactant: [CH3:1][O-].[Na+].Cl[CH2:5][CH2:6][CH2:7][C:8]([NH:10][C:11]1[CH:16]=[C:15]([O:17][C:18]2[C:19]([NH2:25])=[N:20][C:21](N)=[N:22][CH:23]=2)[C:14]([CH:26]([CH3:28])[CH3:27])=[CH:13][C:12]=1[O:29][CH3:30])=[O:9]. Product: [NH2:25][C:19]1[C:18]([O:17][C:15]2[C:14]([CH:26]([CH3:28])[CH3:27])=[CH:13][C:12]([O:29][CH3:30])=[C:11]([N:10]3[CH2:5][CH2:6][CH2:7][C:8]3=[O:9])[CH:16]=2)=[CH:23][N:22]=[C:21]([CH3:1])[N:20]=1. The catalyst class is: 5. (3) Reactant: [Cl:1][C:2]1[CH:3]=[C:4]([CH:19]=[CH:20][C:21]=1[F:22])[NH:5][C:6]1[C:15]2[C:10](=[CH:11][C:12]([O:17][CH3:18])=[CH:13][C:14]=2[OH:16])[N:9]=[CH:8][N:7]=1.C1(P(C2C=CC=CC=2)C2C=CC=CC=2)C=CC=CC=1.O[CH:43]1[CH2:47][CH2:46][S:45][CH2:44]1.N(C(OC(C)(C)C)=O)=NC(OC(C)(C)C)=O. Product: [Cl:1][C:2]1[CH:3]=[C:4]([CH:19]=[CH:20][C:21]=1[F:22])[NH:5][C:6]1[C:15]2[C:10](=[CH:11][C:12]([O:17][CH3:18])=[CH:13][C:14]=2[O:16][CH:43]2[CH2:47][CH2:46][S:45][CH2:44]2)[N:9]=[CH:8][N:7]=1. The catalyst class is: 2.